Dataset: Peptide-MHC class II binding affinity with 134,281 pairs from IEDB. Task: Regression. Given a peptide amino acid sequence and an MHC pseudo amino acid sequence, predict their binding affinity value. This is MHC class II binding data. (1) The peptide sequence is SHNVQGATVAVDCRP. The MHC is HLA-DPA10103-DPB10401 with pseudo-sequence HLA-DPA10103-DPB10401. The binding affinity (normalized) is 0. (2) The peptide sequence is AILTHVSQIQAVDVT. The binding affinity (normalized) is 0.396. The MHC is DRB1_1101 with pseudo-sequence DRB1_1101. (3) The peptide sequence is SVIDCNTCVTQTVDFSLDPT. The MHC is DRB1_0404 with pseudo-sequence DRB1_0404. The binding affinity (normalized) is 0. (4) The peptide sequence is VVDLSKMRAVWVDGK. The MHC is HLA-DQA10301-DQB10302 with pseudo-sequence HLA-DQA10301-DQB10302. The binding affinity (normalized) is 0.170. (5) The peptide sequence is TVWEQILNTWLVKPG. The MHC is DRB1_0401 with pseudo-sequence DRB1_0401. The binding affinity (normalized) is 0.308. (6) The peptide sequence is EQISVLRKAFDAFDR. The MHC is DRB1_0404 with pseudo-sequence DRB1_0404. The binding affinity (normalized) is 0.536.